From a dataset of Reaction yield outcomes from USPTO patents with 853,638 reactions. Predict the reaction yield, written as a fraction of the theoretical maximum amount of product (1.0 means a 100% yield; for example, 0.34 means a 34% yield). (1) The product is [F:1][C:2]1[CH:3]=[CH:4][C:5]([CH:8]=[N:11][OH:12])=[N:6][CH:7]=1. The reactants are [F:1][C:2]1[CH:3]=[CH:4][C:5]([CH:8]=O)=[N:6][CH:7]=1.Cl.[NH2:11][OH:12].[OH-].[Na+].Cl. The yield is 0.790. The catalyst is C(O)C.O. (2) The reactants are [NH2:1][C@@H:2]1[CH2:7][CH2:6][CH2:5][CH2:4][C@H:3]1[C:8]([OH:10])=[O:9].Cl.[CH3:12][C:13]1[CH:22]=[C:21]([CH2:23][O:24][C:25]2[CH:30]=[CH:29][C:28]([S:31](Cl)(=[O:33])=[O:32])=[CH:27][CH:26]=2)[C:20]2[C:15](=[CH:16][CH:17]=[CH:18][CH:19]=2)[N:14]=1. No catalyst specified. The product is [CH3:12][C:13]1[CH:22]=[C:21]([CH2:23][O:24][C:25]2[CH:30]=[CH:29][C:28]([S:31]([NH:1][C@@H:2]3[CH2:7][CH2:6][CH2:5][CH2:4][C@H:3]3[C:8]([OH:10])=[O:9])(=[O:33])=[O:32])=[CH:27][CH:26]=2)[C:20]2[C:15](=[CH:16][CH:17]=[CH:18][CH:19]=2)[N:14]=1. The yield is 0.250. (3) The reactants are [CH3:1][O:2][C:3](=[O:27])[C:4]1[CH:9]=[CH:8][C:7]([CH3:10])=[C:6]([NH:11][CH2:12][C:13]([C:15]2[CH:16]=[N:17][N:18]([C:21]3[CH:26]=[CH:25][CH:24]=[CH:23][CH:22]=3)[C:19]=2[CH3:20])=O)[CH:5]=1.[C:28]([S-:30])#[N:29].[K+]. The catalyst is CC(O)=O. The product is [CH3:1][O:2][C:3](=[O:27])[C:4]1[CH:9]=[CH:8][C:7]([CH3:10])=[C:6]([N:11]2[CH:12]=[C:13]([C:15]3[CH:16]=[N:17][N:18]([C:21]4[CH:26]=[CH:25][CH:24]=[CH:23][CH:22]=4)[C:19]=3[CH3:20])[N:29]=[C:28]2[SH:30])[CH:5]=1. The yield is 0.670. (4) The reactants are [F:1][C:2]1[CH:7]=[CH:6][CH:5]=[C:4](I)[C:3]=1[C:9]1[C:13]([C:14]([O:16][CH2:17][CH3:18])=[O:15])=[C:12]([CH3:19])[O:11][N:10]=1.C[CH2:21][N:22](CC)CC.[Si](C#N)(C)(C)C. The catalyst is O.C1C=CC([P]([Pd]([P](C2C=CC=CC=2)(C2C=CC=CC=2)C2C=CC=CC=2)([P](C2C=CC=CC=2)(C2C=CC=CC=2)C2C=CC=CC=2)[P](C2C=CC=CC=2)(C2C=CC=CC=2)C2C=CC=CC=2)(C2C=CC=CC=2)C2C=CC=CC=2)=CC=1. The product is [CH2:17]([O:16][C:14]([C:13]1[C:9]([C:3]2[C:2]([F:1])=[CH:7][CH:6]=[CH:5][C:4]=2[C:21]#[N:22])=[N:10][O:11][C:12]=1[CH3:19])=[O:15])[CH3:18]. The yield is 0.820. (5) The reactants are Br[C:2]1[CH:3]=[C:4]([NH:10][C:11]([CH:13]2[CH2:16][CH2:15][CH2:14]2)=[O:12])[C:5](=[O:9])[N:6]([CH3:8])[CH:7]=1.[C:17]([O:20][CH2:21][C:22]1[C:23]([N:31]2[CH2:42][CH2:41][N:40]3[C:33](=[CH:34][C:35]4[CH2:36][C:37]([CH3:44])([CH3:43])[CH2:38][C:39]=43)[C:32]2=[O:45])=[N:24][CH:25]=[CH:26][C:27]=1B(O)O)(=[O:19])[CH3:18].CC([O-])=O.[Na+]. The yield is 0.560. The catalyst is O.C1C=CC(P(C2C=CC=CC=2)[C-]2C=CC=C2)=CC=1.C1C=CC(P(C2C=CC=CC=2)[C-]2C=CC=C2)=CC=1.Cl[Pd]Cl.[Fe+2].C(#N)C. The product is [C:17]([O:20][CH2:21][C:22]1[C:23]([N:31]2[CH2:42][CH2:41][N:40]3[C:33](=[CH:34][C:35]4[CH2:36][C:37]([CH3:44])([CH3:43])[CH2:38][C:39]=43)[C:32]2=[O:45])=[N:24][CH:25]=[CH:26][C:27]=1[C:2]1[CH:3]=[C:4]([NH:10][C:11]([CH:13]2[CH2:16][CH2:15][CH2:14]2)=[O:12])[C:5](=[O:9])[N:6]([CH3:8])[CH:7]=1)(=[O:19])[CH3:18].